Dataset: Merck oncology drug combination screen with 23,052 pairs across 39 cell lines. Task: Regression. Given two drug SMILES strings and cell line genomic features, predict the synergy score measuring deviation from expected non-interaction effect. (1) Drug 2: CC1(c2nc3c(C(N)=O)cccc3[nH]2)CCCN1. Cell line: VCAP. Drug 1: CS(=O)(=O)CCNCc1ccc(-c2ccc3ncnc(Nc4ccc(OCc5cccc(F)c5)c(Cl)c4)c3c2)o1. Synergy scores: synergy=-10.7. (2) Drug 1: N#Cc1ccc(Cn2cncc2CN2CCN(c3cccc(Cl)c3)C(=O)C2)cc1. Drug 2: O=C(NOCC(O)CO)c1ccc(F)c(F)c1Nc1ccc(I)cc1F. Cell line: HT144. Synergy scores: synergy=29.6.